From a dataset of Catalyst prediction with 721,799 reactions and 888 catalyst types from USPTO. Predict which catalyst facilitates the given reaction. (1) Reactant: C(OC([N:8]1[CH2:13][CH2:12][CH:11]([CH2:14][C:15]2[N:19]=[C:18]([C:20]3[O:28][C:27]4[CH:26]=[CH:25][N:24]=[C:23]([C:29]#[N:30])[C:22]=4[CH:21]=3)[O:17][N:16]=2)[CH2:10][CH2:9]1)=O)(C)(C)C.[Si](I)(C)(C)C.CO.[O-]S([O-])(=S)=O.[Na+].[Na+]. Product: [NH:8]1[CH2:9][CH2:10][CH:11]([CH2:14][C:15]2[N:19]=[C:18]([C:20]3[O:28][C:27]4[CH:26]=[CH:25][N:24]=[C:23]([C:29]#[N:30])[C:22]=4[CH:21]=3)[O:17][N:16]=2)[CH2:12][CH2:13]1. The catalyst class is: 22. (2) Reactant: BrC1N=C(N[C:11]2[CH:16]=[CH:15][N:14]3[CH:17]=[CH:18][N:19]=[C:13]3[CH:12]=2)C(=O)N(C)C=1.[C:20]([O:23][CH2:24][C:25]1[C:26]([N:34]2[CH2:45][CH2:44][N:43]3[C:36](=[CH:37][C:38]4[CH2:39][C:40]([CH3:47])([CH3:46])[CH2:41][C:42]=43)[C:35]2=[O:48])=[N:27][CH:28]=[CH:29][C:30]=1B(O)O)(=[O:22])[CH3:21].[O-]P([O-])([O-])=O.[K+].[K+].[K+].[C:57](#[N:59])[CH3:58]. Product: [C:20]([O:23][CH2:24][C:25]1[C:26]([N:34]2[CH2:45][CH2:44][N:43]3[C:36](=[CH:37][C:38]4[CH2:39][C:40]([CH3:47])([CH3:46])[CH2:41][C:42]=43)[C:35]2=[O:48])=[N:27][CH:28]=[CH:29][C:30]=1[C:57]1[N:59]=[C:36]([NH:43][C:16]2[CH:11]=[CH:12][C:13]3[N:14]([CH:17]=[CH:18][N:19]=3)[CH:15]=2)[C:35](=[O:48])[N:34]([CH3:26])[CH:58]=1)(=[O:22])[CH3:21]. The catalyst class is: 587. (3) Reactant: Br[C:2]1[CH:12]=[CH:11][CH:10]=[CH:9][C:3]=1[C:4]([O:6][CH2:7][CH3:8])=[O:5].O.[CH:14]1(B(O)O)[CH2:16][CH2:15]1.P([O-])([O-])([O-])=O.[K+].[K+].[K+].C1(C)C=CC=CC=1.O. Product: [CH:14]1([C:2]2[CH:12]=[CH:11][CH:10]=[CH:9][C:3]=2[C:4]([O:6][CH2:7][CH3:8])=[O:5])[CH2:16][CH2:15]1. The catalyst class is: 103. (4) Reactant: CC1(C)CCCC(C)(C)N1.[Li]CCCC.[Cl:16][C:17]1[CH:22]=[CH:21][C:20]([N:23]2[CH:27]=[CH:26][CH:25]=[N:24]2)=[CH:19][CH:18]=1.[Sn:28](Cl)([CH2:37][CH2:38][CH2:39][CH3:40])([CH2:33][CH2:34][CH2:35][CH3:36])[CH2:29][CH2:30][CH2:31][CH3:32]. Product: [Cl:16][C:17]1[CH:18]=[CH:19][C:20]([N:23]2[C:27]([Sn:28]([CH2:33][CH2:34][CH2:35][CH3:36])([CH2:37][CH2:38][CH2:39][CH3:40])[CH2:29][CH2:30][CH2:31][CH3:32])=[CH:26][CH:25]=[N:24]2)=[CH:21][CH:22]=1. The catalyst class is: 1. (5) Reactant: [O:1]1[C:5]2[CH:6]=[CH:7][C:8]([C:10](=[O:12])[CH3:11])=[CH:9][C:4]=2[CH2:3][CH2:2]1.[Br:13]Br. Product: [Br:13][CH2:11][C:10]([C:8]1[CH:7]=[CH:6][C:5]2[O:1][CH2:2][CH2:3][C:4]=2[CH:9]=1)=[O:12]. The catalyst class is: 12. (6) Reactant: P(Br)(Br)([Br:3])=O.C[N:7]([CH:9]=O)[CH3:8].[F:11][C:12]1[CH:13]=[C:14]([O:22][CH3:23])[CH:15]=[C:16]2C=1N[C:18](=[O:21])[CH2:17]2. Product: [Br:3][C:9]1[NH:7][C:8]2[C:16]([C:17]=1[CH:18]=[O:21])=[CH:15][C:14]([O:22][CH3:23])=[CH:13][C:12]=2[F:11]. The catalyst class is: 2.